This data is from Forward reaction prediction with 1.9M reactions from USPTO patents (1976-2016). The task is: Predict the product of the given reaction. Given the reactants [C:1]([C:5]1[CH:9]=[C:8]([NH2:10])[N:7]([C:11]2[CH:16]=[CH:15][C:14]([CH3:17])=[CH:13][CH:12]=2)[N:6]=1)([CH3:4])([CH3:3])[CH3:2].[C:18](=O)([O-])[O-:19].[Na+].[Na+].C(Cl)(Cl)=O.[NH2:28][CH2:29][C:30]1[CH:57]=[C:56]([F:58])[CH:55]=[CH:54][C:31]=1[CH2:32][O:33][C:34]1[CH:39]=[C:38]([CH3:40])[N:37]([C:41]2[CH:42]=[C:43]([CH:48]=[CH:49][C:50]=2[CH3:51])[C:44]([O:46][CH3:47])=[O:45])[C:36](=[O:52])[C:35]=1[Br:53], predict the reaction product. The product is: [Br:53][C:35]1[C:36](=[O:52])[N:37]([C:41]2[CH:42]=[C:43]([CH:48]=[CH:49][C:50]=2[CH3:51])[C:44]([O:46][CH3:47])=[O:45])[C:38]([CH3:40])=[CH:39][C:34]=1[O:33][CH2:32][C:31]1[CH:54]=[CH:55][C:56]([F:58])=[CH:57][C:30]=1[CH2:29][NH:28][C:18]([NH:10][C:8]1[N:7]([C:11]2[CH:12]=[CH:13][C:14]([CH3:17])=[CH:15][CH:16]=2)[N:6]=[C:5]([C:1]([CH3:4])([CH3:3])[CH3:2])[CH:9]=1)=[O:19].